From a dataset of Full USPTO retrosynthesis dataset with 1.9M reactions from patents (1976-2016). Predict the reactants needed to synthesize the given product. (1) Given the product [O:15]=[C:7]1[CH2:8][C:9]2[C:14](=[CH:13][CH:12]=[C:11]([S:2]([Cl:1])(=[O:5])=[O:3])[CH:10]=2)[NH:6]1, predict the reactants needed to synthesize it. The reactants are: [Cl:1][S:2]([OH:5])(=O)=[O:3].[NH:6]1[C:14]2[C:9](=[CH:10][CH:11]=[CH:12][CH:13]=2)[CH2:8][C:7]1=[O:15]. (2) Given the product [CH3:19][O:18][C:11]1[CH:12]=[CH:13][CH:14]=[C:15]([O:16][CH3:17])[C:10]=1[CH:2]1[N:1]([CH2:30][C:21]2[CH:22]=[CH:23][C:24]3[C:29](=[CH:28][CH:27]=[CH:26][CH:25]=3)[N:20]=2)[C:6](=[O:8])[CH2:5][CH2:4][CH2:3]1, predict the reactants needed to synthesize it. The reactants are: [NH2:1][CH:2]([C:10]1[C:15]([O:16][CH3:17])=[CH:14][CH:13]=[CH:12][C:11]=1[O:18][CH3:19])[CH2:3][CH2:4][CH2:5][C:6]([O:8]C)=O.[N:20]1[C:29]2[C:24](=[CH:25][CH:26]=[CH:27][CH:28]=2)[CH:23]=[CH:22][C:21]=1[CH:30]=O. (3) The reactants are: C([O:8][C:9]1[CH:14]=[CH:13][C:12]([C:15]2[CH:20]=[CH:19][CH:18]=[C:17]([O:21][S:22]([CH3:25])(=[O:24])=[O:23])[CH:16]=2)=[CH:11][C:10]=1[N:26]1[CH2:30][C:29](=[O:31])[NH:28][S:27]1(=[O:33])=[O:32])C1C=CC=CC=1. Given the product [OH:8][C:9]1[CH:14]=[CH:13][C:12]([C:15]2[CH:20]=[CH:19][CH:18]=[C:17]([O:21][S:22]([CH3:25])(=[O:23])=[O:24])[CH:16]=2)=[CH:11][C:10]=1[N:26]1[CH2:30][C:29](=[O:31])[NH:28][S:27]1(=[O:33])=[O:32], predict the reactants needed to synthesize it. (4) The reactants are: [CH3:1][CH2:2][N:3]1[C:9]2[N:10]=[C:11]([N:14]3[CH2:19][CH2:18][NH:17][CH2:16][CH2:15]3)[N:12]=[CH:13][C:8]=2[C:6](=[O:7])[C:5]([C:20]([OH:22])=[O:21])=[CH:4]1.[Cl:23][C:24]1[CH:29]=[CH:28][C:27]([Cl:30])=[CH:26][C:25]=1[N:31]=[C:32]=[S:33]. Given the product [Cl:23][C:24]1[CH:29]=[CH:28][C:27]([Cl:30])=[CH:26][C:25]=1[NH:31][C:32]([N:17]1[CH2:18][CH2:19][N:14]([C:11]2[N:12]=[CH:13][C:8]3[C:6](=[O:7])[C:5]([C:20]([OH:22])=[O:21])=[CH:4][N:3]([CH2:2][CH3:1])[C:9]=3[N:10]=2)[CH2:15][CH2:16]1)=[S:33], predict the reactants needed to synthesize it.